This data is from Reaction yield outcomes from USPTO patents with 853,638 reactions. The task is: Predict the reaction yield, written as a fraction of the theoretical maximum amount of product (1.0 means a 100% yield; for example, 0.34 means a 34% yield). (1) The product is [F:6][C:7]1[CH:12]=[CH:11][C:10]([C:13]2[N:1]=[N:2][NH:3][CH:14]=2)=[CH:9][CH:8]=1. The yield is 0.200. The reactants are [N-:1]=[N+:2]=[N-:3].[Na+].[Cl-].[F:6][C:7]1[CH:12]=[CH:11][C:10]([C:13]#[C:14][P+](C2C=CC=CC=2)(C2C=CC=CC=2)C2C=CC=CC=2)=[CH:9][CH:8]=1.[OH-].[Na+].O. The catalyst is CN(C=O)C.C(O)C. (2) The reactants are [NH2:1][C:2]1[C:11]2[C:6](=[C:7](I)[CH:8]=[CH:9][CH:10]=2)[N:5]=[N:4][C:3]=1[C:13]([NH:15][CH2:16][CH2:17][CH3:18])=[O:14].[CH3:19][C:20]1[CH:25]=[CH:24][C:23]([CH3:26])=[CH:22][C:21]=1B(O)O. No catalyst specified. The product is [NH2:1][C:2]1[C:11]2[C:6](=[C:7]([C:21]3[CH:22]=[C:23]([CH3:26])[CH:24]=[CH:25][C:20]=3[CH3:19])[CH:8]=[CH:9][CH:10]=2)[N:5]=[N:4][C:3]=1[C:13]([NH:15][CH2:16][CH2:17][CH3:18])=[O:14]. The yield is 0.830. (3) The reactants are C1(P(C2CCCCC2)[C:8]2[CH:13]=[CH:12][CH:11]=[CH:10][C:9]=2[C:14]2C=CC=CC=2N(C)C)CCCCC1.B(O)(O)C1C=CC(C)=CC=1.[F-].[K+].Cl[C:42]1[CH:51]=[C:50]2[C:45]([NH:46][CH2:47][CH:48]3[CH2:55][N:54](C(OCC4C=CC=CC=4)=O)[CH2:53][CH2:52][N:49]32)=[CH:44][CH:43]=1. The catalyst is C([O-])(=O)C.[Pd+2].C([O-])(=O)C.O1CCOCC1. The product is [CH3:14][C:9]1[CH:10]=[CH:11][C:12]([C:42]2[CH:51]=[C:50]3[C:45]([NH:46][CH2:47][CH:48]4[CH2:55][NH:54][CH2:53][CH2:52][N:49]43)=[CH:44][CH:43]=2)=[CH:13][CH:8]=1. The yield is 0.600.